Predict the reaction yield, written as a fraction of the theoretical maximum amount of product (1.0 means a 100% yield; for example, 0.34 means a 34% yield). From a dataset of Reaction yield outcomes from USPTO patents with 853,638 reactions. (1) The reactants are [NH2:1][CH:2]1[CH2:10][C:9]2[C:4](=[CH:5][CH:6]=[C:7]([S:11]C(=O)N(C)C)[CH:8]=2)[CH2:3]1.[OH-].[K+].Br[C:20]([CH3:29])([CH3:28])[C:21]([O:23][C:24]([CH3:27])([CH3:26])[CH3:25])=[O:22]. The catalyst is CO. The product is [C:24]([O:23][C:21](=[O:22])[C:20]([S:11][C:7]1[CH:8]=[C:9]2[C:4](=[CH:5][CH:6]=1)[CH2:3][CH:2]([NH2:1])[CH2:10]2)([CH3:29])[CH3:28])([CH3:27])([CH3:26])[CH3:25]. The yield is 0.760. (2) The reactants are CCN=C=NCCCN(C)C.[F:12][C:13]1[CH:18]=[CH:17][C:16]([N:19]2[C:24](=[O:25])[C:23]([C:26]([OH:28])=O)=[CH:22][CH:21]=[N:20]2)=[CH:15][CH:14]=1.CCN(C(C)C)C(C)C.[CH3:38][O:39][C:40]1[CH:79]=[CH:78][C:43]([CH2:44][N:45]2[C:49]3=[N:50][CH:51]=[CH:52][C:53]([O:54][C:55]4[CH:60]=[CH:59][C:58]([NH2:61])=[CH:57][C:56]=4[F:62])=[C:48]3[C:47]([NH:63][C@H:64]3[CH2:69][CH2:68][N:67]([C:70]([O:72][C:73]([CH3:76])([CH3:75])[CH3:74])=[O:71])[CH2:66][C@H:65]3[F:77])=[N:46]2)=[CH:42][CH:41]=1.C1C=CC2N(O)N=NC=2C=1. The catalyst is C(Cl)Cl. The product is [CH3:38][O:39][C:40]1[CH:41]=[CH:42][C:43]([CH2:44][N:45]2[C:49]3=[N:50][CH:51]=[CH:52][C:53]([O:54][C:55]4[CH:60]=[CH:59][C:58]([NH:61][C:26]([C:23]5[C:24](=[O:25])[N:19]([C:16]6[CH:15]=[CH:14][C:13]([F:12])=[CH:18][CH:17]=6)[N:20]=[CH:21][CH:22]=5)=[O:28])=[CH:57][C:56]=4[F:62])=[C:48]3[C:47]([NH:63][C@H:64]3[CH2:69][CH2:68][N:67]([C:70]([O:72][C:73]([CH3:76])([CH3:74])[CH3:75])=[O:71])[CH2:66][C@H:65]3[F:77])=[N:46]2)=[CH:78][CH:79]=1. The yield is 0.390. (3) The yield is 0.850. The reactants are [CH3:1][O:2][C:3]1[CH:4]=[C:5]([CH:26]=[CH:27][C:28]=1[O:29][CH3:30])[CH2:6][N:7]1[CH:16]=[C:15]([C:17](O)=[O:18])[C:14]2[N:13]=[C:12]3[C:20]([CH3:24])=[CH:21][CH:22]=[CH:23][C:11]3=[CH:10][C:9]=2[C:8]1=[O:25].[CH:31]1[N:35]=[CH:34][N:33]([C:36](N2C=NC=C2)=O)[CH:32]=1. The catalyst is C(#N)C. The product is [CH3:34][N:33]([CH3:36])[CH2:32][CH2:31][NH:35][C:17]([C:15]1[C:14]2[N:13]=[C:12]3[C:20]([CH3:24])=[CH:21][CH:22]=[CH:23][C:11]3=[CH:10][C:9]=2[C:8](=[O:25])[N:7]([CH2:6][C:5]2[CH:26]=[CH:27][C:28]([O:29][CH3:30])=[C:3]([O:2][CH3:1])[CH:4]=2)[CH:16]=1)=[O:18]. (4) The reactants are C(N(C(C)C)C(C)C)C.[NH2:10][C@@H:11]1[CH2:15][CH2:14][N:13]([C:16]2[C:25]3[C:20](=[CH:21][C:22]([CH3:26])=[CH:23][CH:24]=3)[N:19]=[C:18]([C:27]3[C:32]([F:33])=[CH:31][CH:30]=[CH:29][C:28]=3[OH:34])[N:17]=2)[CH2:12]1.Cl[C:36]([O:38][C@H:39]1[CH2:43][CH2:42][O:41][CH2:40]1)=[O:37]. The catalyst is C1COCC1. The product is [F:33][C:32]1[CH:31]=[CH:30][CH:29]=[C:28]([OH:34])[C:27]=1[C:18]1[N:17]=[C:16]([N:13]2[CH2:14][CH2:15][C@@H:11]([NH:10][C:36](=[O:37])[O:38][C@H:39]3[CH2:43][CH2:42][O:41][CH2:40]3)[CH2:12]2)[C:25]2[C:20](=[CH:21][C:22]([CH3:26])=[CH:23][CH:24]=2)[N:19]=1. The yield is 0.840. (5) The reactants are [CH3:1][O:2][C:3](=[O:64])[NH:4][CH:5]([C:9]([N:11]1[CH2:15][CH2:14][CH2:13][CH:12]1[C:16]1[NH:17][C:18]([C:21]2[CH:30]=[CH:29][C:28]3[C:23](=[CH:24][CH:25]=[C:26]([C:31]4[CH:36]=[CH:35][C:34]([C:37]5[NH:38][C:39]([CH:42]6[CH2:46][CH2:45][CH2:44][N:43]6[C:47](=[O:63])[CH:48]([NH:55][C:56]([O:58][C:59](C)(C)C)=[O:57])[C:49]6[CH:54]=[CH:53][CH:52]=[CH:51][CH:50]=6)=[N:40][CH:41]=5)=[CH:33][CH:32]=4)[CH:27]=3)[CH:22]=2)=[CH:19][N:20]=1)=[O:10])[CH:6]([CH3:8])[CH3:7].[CH3:65]OC(NC(C1C=CC=CC=1C)C(O)=O)=O. No catalyst specified. The product is [CH3:1][O:2][C:3](=[O:64])[NH:4][CH:5]([C:9]([N:11]1[CH2:15][CH2:14][CH2:13][CH:12]1[C:16]1[NH:17][C:18]([C:21]2[CH:30]=[CH:29][C:28]3[C:23](=[CH:24][CH:25]=[C:26]([C:31]4[CH:36]=[CH:35][C:34]([C:37]5[NH:38][C:39]([CH:42]6[CH2:46][CH2:45][CH2:44][N:43]6[C:47](=[O:63])[CH:48]([NH:55][C:56]([O:58][CH3:59])=[O:57])[C:49]6[CH:54]=[CH:53][CH:52]=[CH:51][C:50]=6[CH3:65])=[N:40][CH:41]=5)=[CH:33][CH:32]=4)[CH:27]=3)[CH:22]=2)=[CH:19][N:20]=1)=[O:10])[CH:6]([CH3:8])[CH3:7]. The yield is 0.314. (6) The reactants are C([Mg]Cl)(C)C.[CH2:6]([N:13]1[C:21]2[C:16](=[CH:17][CH:18]=[CH:19][CH:20]=2)[C:15](Br)=[N:14]1)[C:7]1[CH:12]=[CH:11][CH:10]=[CH:9][CH:8]=1.[CH2:23]=[O:24].OP(O)(O)=O. The catalyst is C1COCC1.C1(C)C(C)=CC=CC=1. The product is [CH2:6]([N:13]1[C:21]2[C:16](=[CH:17][CH:18]=[CH:19][CH:20]=2)[C:15]([CH2:23][OH:24])=[N:14]1)[C:7]1[CH:12]=[CH:11][CH:10]=[CH:9][CH:8]=1. The yield is 0.340. (7) The reactants are Cl.[C:2]1([N:11]2[CH2:15][CH2:14][C@H:13]([NH2:16])[CH2:12]2)[C:3]2[N:4]([CH:8]=[CH:9][CH:10]=2)[CH:5]=[CH:6][N:7]=1.[C:17]1([C:23]2[O:27][N:26]=[C:25]([C:28](O)=[O:29])[N:24]=2)[CH:22]=[CH:21][CH:20]=[CH:19][CH:18]=1.C(N(CC)C(C)C)C.CN(C(ON1N=NC2C=CC=NC1=2)=[N+](C)C)C.F[P-](F)(F)(F)(F)F. The yield is 0.180. The product is [C:17]1([C:23]2[O:27][N:26]=[C:25]([C:28]([NH:16][C@H:13]3[CH2:14][CH2:15][N:11]([C:2]4[C:3]5[N:4]([CH:8]=[CH:9][CH:10]=5)[CH:5]=[CH:6][N:7]=4)[CH2:12]3)=[O:29])[N:24]=2)[CH:18]=[CH:19][CH:20]=[CH:21][CH:22]=1. The catalyst is CN(C=O)C.C(OCC)(=O)C. (8) The reactants are [C:1]([O:5][C:6]([CH:8]1[CH2:12][CH2:11][CH2:10][N:9]1[C:13](=[O:28])[C:14]([NH:17][C:18]([O:20]CC1C=CC=CC=1)=O)([CH3:16])[CH3:15])=[O:7])([CH3:4])([CH3:3])[CH3:2].CCN(C(C)C)C(C)C.C(Cl)(=O)[C:39]1[CH:44]=[CH:43][C:42]([O:45][CH3:46])=[CH:41][CH:40]=1. The catalyst is CO.C(Cl)Cl.[Pd]. The product is [C:1]([O:5][C:6]([CH:8]1[CH2:12][CH2:11][CH2:10][N:9]1[C:13](=[O:28])[C:14]([NH:17][C:18](=[O:20])[C:39]1[CH:44]=[CH:43][C:42]([O:45][CH3:46])=[CH:41][CH:40]=1)([CH3:15])[CH3:16])=[O:7])([CH3:2])([CH3:3])[CH3:4]. The yield is 0.650. (9) The reactants are [OH:1][C:2]1[C:9]([O:10][CH3:11])=[C:8]([N+:12]([O-:14])=[O:13])[CH:7]=[CH:6][C:3]=1[CH:4]=[O:5].[CH2:15](Br)[CH:16]=[CH2:17].CCOC(C)=O. The product is [CH2:17]([O:1][C:2]1[C:9]([O:10][CH3:11])=[C:8]([N+:12]([O-:14])=[O:13])[CH:7]=[CH:6][C:3]=1[CH:4]=[O:5])[CH:16]=[CH2:15]. The catalyst is CN(C=O)C. The yield is 0.820.